This data is from Forward reaction prediction with 1.9M reactions from USPTO patents (1976-2016). The task is: Predict the product of the given reaction. (1) Given the reactants [CH2:1]([N:3]1[CH2:12][CH2:11][C:10]2[C:5](=[CH:6][C:7]([O:15][CH3:16])=[C:8]([O:13][CH3:14])[CH:9]=2)[C:4]21[CH2:21][CH2:20][CH:19]([C:22]([N:24]1[CH2:29][CH2:28][NH:27][CH2:26][CH2:25]1)=[O:23])[CH2:18][CH:17]2[CH:30]1[C:39]2[C:34](=[CH:35][C:36]([O:42][CH3:43])=[C:37]([O:40][CH3:41])[CH:38]=2)[CH2:33][CH2:32][N:31]1[CH2:44][CH3:45])[CH3:2].C([N:49]([CH:52](C)C)CC)(C)C.C[N:56](C)C=O, predict the reaction product. The product is: [CH2:1]([N:3]1[CH2:12][CH2:11][C:10]2[C:5](=[CH:6][C:7]([O:15][CH3:16])=[C:8]([O:13][CH3:14])[CH:9]=2)[C:4]21[CH2:21][CH2:20][CH:19]([C:22]([N:24]1[CH2:29][CH2:28][N:27]([C:52](=[NH:49])[NH2:56])[CH2:26][CH2:25]1)=[O:23])[CH2:18][CH:17]2[CH:30]1[C:39]2[C:34](=[CH:35][C:36]([O:42][CH3:43])=[C:37]([O:40][CH3:41])[CH:38]=2)[CH2:33][CH2:32][N:31]1[CH2:44][CH3:45])[CH3:2]. (2) Given the reactants C([N:8]1[CH2:13][CH2:12][C:11]([CH3:14])=[C:10]([C:15]2[CH:20]=[CH:19][C:18]([NH:21][C:22](=[O:31])[C:23]3[C:28]([F:29])=[CH:27][CH:26]=[CH:25][C:24]=3[F:30])=[CH:17][CH:16]=2)[CH2:9]1)C1C=CC=CC=1.Cl[C:33]([O:35][CH2:36][CH3:37])=[O:34], predict the reaction product. The product is: [F:30][C:24]1[CH:25]=[CH:26][CH:27]=[C:28]([F:29])[C:23]=1[C:22]([NH:21][C:18]1[CH:17]=[CH:16][C:15]([C:10]2[CH2:9][N:8]([C:33]([O:35][CH2:36][CH3:37])=[O:34])[CH2:13][CH2:12][C:11]=2[CH3:14])=[CH:20][CH:19]=1)=[O:31]. (3) Given the reactants C([O:5][C:6](=[O:34])[CH2:7][O:8][C:9]1[CH:14]=[CH:13][C:12]([Cl:15])=[CH:11][C:10]=1[C:16]#[C:17][C:18]1[CH:23]=[C:22]([S:24]([N:27]([CH2:29][CH:30]([CH3:32])[CH3:31])[CH3:28])(=[O:26])=[O:25])[CH:21]=[CH:20][C:19]=1[CH3:33])(C)(C)C, predict the reaction product. The product is: [Cl:15][C:12]1[CH:13]=[CH:14][C:9]([O:8][CH2:7][C:6]([OH:34])=[O:5])=[C:10]([C:16]#[C:17][C:18]2[CH:23]=[C:22]([S:24]([N:27]([CH2:29][CH:30]([CH3:31])[CH3:32])[CH3:28])(=[O:26])=[O:25])[CH:21]=[CH:20][C:19]=2[CH3:33])[CH:11]=1. (4) The product is: [Cl:16][C:17]1[N:18]=[C:19]([CH3:24])[N:20]=[C:21]([O:1][CH2:2][C@H:3]2[CH2:5][C@@H:4]2[C:6]2[N:11]=[CH:10][C:9]([C:12]([OH:15])([CH3:13])[CH3:14])=[CH:8][CH:7]=2)[CH:22]=1. Given the reactants [OH:1][CH2:2][C@H:3]1[CH2:5][C@@H:4]1[C:6]1[N:11]=[CH:10][C:9]([C:12]([OH:15])([CH3:14])[CH3:13])=[CH:8][CH:7]=1.[Cl:16][C:17]1[CH:22]=[C:21](Cl)[N:20]=[C:19]([CH3:24])[N:18]=1.C([O-])([O-])=O.[Cs+].[Cs+], predict the reaction product. (5) Given the reactants [CH:1]1([C:6]([C:8]2[CH:13]=[C:12]([CH3:14])[CH:11]=[CH:10][C:9]=2[NH:15][C:16](=[O:27])[NH:17][C:18]2[S:19][CH:20]=[C:21]([CH2:23][C:24]([OH:26])=[O:25])[N:22]=2)=[O:7])[CH2:5][CH2:4][CH2:3][CH2:2]1.[Cl:28]N1C(=O)CCC1=O, predict the reaction product. The product is: [Cl:28][C:20]1[S:19][C:18]([NH:17][C:16]([NH:15][C:9]2[CH:10]=[CH:11][C:12]([CH3:14])=[CH:13][C:8]=2[C:6]([CH:1]2[CH2:5][CH2:4][CH2:3][CH2:2]2)=[O:7])=[O:27])=[N:22][C:21]=1[CH2:23][C:24]([OH:26])=[O:25].